Predict which catalyst facilitates the given reaction. From a dataset of Catalyst prediction with 721,799 reactions and 888 catalyst types from USPTO. (1) Reactant: [OH:1][CH:2]([C:24]1[CH:29]=[CH:28][C:27]([CH:30]([CH3:32])[CH3:31])=[CH:26][CH:25]=1)[C:3]1[C:11]2[O:10][C:9]([CH3:13])([CH3:12])[CH2:8][C:7]=2[C:6]([CH3:14])=[C:5]([NH:15][C:16](=[O:22])[CH2:17][C:18]([CH3:21])([CH3:20])[CH3:19])[C:4]=1[CH3:23]. Product: [CH:30]([C:27]1[CH:26]=[CH:25][C:24]([C:2]([C:3]2[C:11]3[O:10][C:9]([CH3:13])([CH3:12])[CH2:8][C:7]=3[C:6]([CH3:14])=[C:5]([NH:15][C:16](=[O:22])[CH2:17][C:18]([CH3:21])([CH3:20])[CH3:19])[C:4]=2[CH3:23])=[O:1])=[CH:29][CH:28]=1)([CH3:32])[CH3:31]. The catalyst class is: 327. (2) Reactant: [Cl:1][C:2]1[CH:3]=[C:4]([CH:6]=[CH:7][C:8]=1[Cl:9])[NH2:5].[CH2:10]([O:12][C:13](=[O:18])[C:14](Br)([CH3:16])[CH3:15])[CH3:11].C(N(C(C)C)CC)(C)C.[Na+].[I-]. Product: [Cl:1][C:2]1[CH:3]=[C:4]([NH:5][C:14]([CH3:16])([C:13]([O:12][CH2:10][CH3:11])=[O:18])[CH3:15])[CH:6]=[CH:7][C:8]=1[Cl:9]. The catalyst class is: 1. (3) Reactant: [H-].[Na+].[Cl:3][C:4]1[CH:5]=[C:6]([CH:11]([OH:13])[CH3:12])[CH:7]=[CH:8][C:9]=1[Cl:10].[F:14][C:15]1[CH:22]=[CH:21][CH:20]=[C:19](F)[C:16]=1[C:17]#[N:18]. Product: [Cl:3][C:4]1[CH:5]=[C:6]([CH:11]([O:13][C:19]2[CH:20]=[CH:21][CH:22]=[C:15]([F:14])[C:16]=2[C:17]#[N:18])[CH3:12])[CH:7]=[CH:8][C:9]=1[Cl:10]. The catalyst class is: 3. (4) Reactant: [NH2:1][C@@H:2]([C:22]([OH:24])=[O:23])[CH2:3][CH2:4][C:5]([NH:7][C@H:8]([C:19]([OH:21])=[O:20])[CH2:9][C:10]1[C:18]2[C:13](=[CH:14][CH:15]=[CH:16][CH:17]=2)[NH:12][CH:11]=1)=[O:6].Cl. Product: [NH2:1][C@H:2]([CH2:3][CH2:4][C:5]([NH:7][C@@H:8]([CH2:9][C:10]1[C:18]2[C:13](=[CH:14][CH:15]=[CH:16][CH:17]=2)[NH:12][CH:11]=1)[C:19](=[O:21])[O:20][CH2:19][CH2:8][CH2:9][CH2:10][CH3:11])=[O:6])[C:22]([O:24][CH2:22][CH2:2][CH2:3][CH2:4][CH3:5])=[O:23]. The catalyst class is: 709. (5) Reactant: I[C:2]1[C:11]([C:12]#[N:13])=[CH:10][C:9]2[CH:8]3[CH2:14][CH2:15][CH2:16][C:17](=[O:18])[N:7]3[CH2:6][CH2:5][C:4]=2[N:3]=1.N1C2C(=CC=C3C=2N=CC=C3)C=CC=1.C([O-])([O-])=O.[Cs+].[Cs+].[CH:39]1([N:43]2[CH2:48][CH2:47][CH:46]([OH:49])[CH2:45][CH2:44]2)[CH2:42][CH2:41][CH2:40]1. Product: [CH:39]1([N:43]2[CH2:44][CH2:45][CH:46]([O:49][C:2]3[C:11]([C:12]#[N:13])=[CH:10][C:9]4[CH:8]5[CH2:14][CH2:15][CH2:16][C:17](=[O:18])[N:7]5[CH2:6][CH2:5][C:4]=4[N:3]=3)[CH2:47][CH2:48]2)[CH2:42][CH2:41][CH2:40]1. The catalyst class is: 509. (6) Reactant: O=[C:2]1[CH2:7][CH2:6][CH:5]([C:8]2[CH:17]=[CH:16][C:11]([C:12]([O:14][CH3:15])=[O:13])=[CH:10][CH:9]=2)[CH2:4][CH2:3]1.C1(C)C=CC=CC=1.[C:25]([O:29][C:30]([CH:32]=P(C1C=CC=CC=1)(C1C=CC=CC=1)C1C=CC=CC=1)=[O:31])([CH3:28])([CH3:27])[CH3:26].C(OCC)(=O)C. Product: [C:25]([O:29][C:30](=[O:31])[CH:32]=[C:2]1[CH2:7][CH2:6][CH:5]([C:8]2[CH:17]=[CH:16][C:11]([C:12]([O:14][CH3:15])=[O:13])=[CH:10][CH:9]=2)[CH2:4][CH2:3]1)([CH3:28])([CH3:27])[CH3:26]. The catalyst class is: 6. (7) Reactant: [Cl:1][C:2]1[CH:3]=[C:4]([C:15](=O)[CH2:16][CH2:17][C:18]([OH:20])=O)[CH:5]=[CH:6][C:7]=1[O:8][CH2:9][C:10]([O:12][CH2:13][CH3:14])=[O:11].O.[NH2:23][NH2:24]. Product: [CH2:13]([O:12][C:10](=[O:11])[CH2:9][O:8][C:7]1[CH:6]=[CH:5][C:4]([C:15]2[CH2:16][CH2:17][C:18](=[O:20])[NH:24][N:23]=2)=[CH:3][C:2]=1[Cl:1])[CH3:14]. The catalyst class is: 14. (8) Reactant: Cl[CH2:2][CH2:3][C:4]([O:6][CH2:7][CH2:8][O:9][C:10]1[CH:15]=[CH:14][C:13]([CH2:16][C:17]([C:20]([C:22]([OH:40])([CH2:24][C:25]2[CH:30]=[CH:29][C:28]([O:31][CH2:32][CH2:33][O:34][C:35](=[O:39])[CH2:36][CH2:37]Cl)=[CH:27][CH:26]=2)[CH3:23])=[O:21])([OH:19])[CH3:18])=[CH:12][CH:11]=1)=[O:5].C([O-])([O-])=O.[K+].[K+].C(C1C=C(C)C=C(C(C)(C)C)C=1O)(C)(C)C. Product: [C:4]([O:6][CH2:7][CH2:8][O:9][C:10]1[CH:11]=[CH:12][C:13]([CH2:16][C:17]([C:20]([C:22]([OH:40])([CH2:24][C:25]2[CH:30]=[CH:29][C:28]([O:31][CH2:32][CH2:33][O:34][C:35](=[O:39])[CH:36]=[CH2:37])=[CH:27][CH:26]=2)[CH3:23])=[O:21])([OH:19])[CH3:18])=[CH:14][CH:15]=1)(=[O:5])[CH:3]=[CH2:2]. The catalyst class is: 21.